Dataset: Reaction yield outcomes from USPTO patents with 853,638 reactions. Task: Predict the reaction yield, written as a fraction of the theoretical maximum amount of product (1.0 means a 100% yield; for example, 0.34 means a 34% yield). (1) The reactants are [CH3:1][N:2]([CH3:20])[C:3]([C:5]1[N:14]([CH:15]2[CH2:19][CH2:18][CH2:17][CH2:16]2)[C:8]2[N:9]=[C:10](Cl)[N:11]=[CH:12][C:7]=2[CH:6]=1)=[O:4].[C:21]([O:25][C:26]([N:28]1[CH2:33][C@H:32]2[CH2:34][C@@H:29]1[CH2:30][N:31]2[C:35]([C:37]1[CH:38]=[N:39][C:40]([NH2:43])=[CH:41][CH:42]=1)=[O:36])=[O:27])([CH3:24])([CH3:23])[CH3:22]. No catalyst specified. The product is [C:21]([O:25][C:26]([N:28]1[CH2:33][C@H:32]2[CH2:34][C@@H:29]1[CH2:30][N:31]2[C:35]([C:37]1[CH:38]=[N:39][C:40]([NH:43][C:10]2[N:11]=[CH:12][C:7]3[CH:6]=[C:5]([C:3](=[O:4])[N:2]([CH3:20])[CH3:1])[N:14]([CH:15]4[CH2:19][CH2:18][CH2:17][CH2:16]4)[C:8]=3[N:9]=2)=[CH:41][CH:42]=1)=[O:36])=[O:27])([CH3:24])([CH3:22])[CH3:23]. The yield is 0.250. (2) The reactants are [CH3:1][O:2][C:3]([C:5]1[CH:16]=[CH:15][C:8]2[N:9]([CH2:12][CH2:13][OH:14])[CH:10]=[N:11][C:7]=2[CH:6]=1)=[O:4].[H-].[Na+].[CH3:19][S:20][CH2:21]Cl.[Na+].[I-]. The catalyst is CCCC[N+](CCCC)(CCCC)CCCC.[I-].COCCOC.C1COCC1. The product is [CH3:1][O:2][C:3]([C:5]1[CH:16]=[CH:15][C:8]2[N:9]([CH2:12][CH2:13][O:14][CH2:19][S:20][CH3:21])[CH:10]=[N:11][C:7]=2[CH:6]=1)=[O:4]. The yield is 0.830. (3) The reactants are [CH3:1][O-:2].[Na+].Cl[C:5]1[N:6]=[N:7][C:8]([Cl:17])=[CH:9][C:10]=1[N:11]1[CH2:16][CH2:15][O:14][CH2:13][CH2:12]1. The catalyst is CO. The product is [Cl:17][C:8]1[N:7]=[N:6][C:5]([O:2][CH3:1])=[C:10]([N:11]2[CH2:16][CH2:15][O:14][CH2:13][CH2:12]2)[CH:9]=1. The yield is 0.710.